Dataset: Forward reaction prediction with 1.9M reactions from USPTO patents (1976-2016). Task: Predict the product of the given reaction. (1) Given the reactants CN(C)S([N:6]1[C:10]([CH2:11][NH:12][C:13]2[CH:18]=[CH:17][C:16]([F:19])=[C:15]([CH:20]3[O:24][CH2:23][CH2:22][O:21]3)[C:14]=2[F:25])=[CH:9][N:8]=[CH:7]1)(=O)=O.Cl.O1CCO[CH2:30][CH2:29]1, predict the reaction product. The product is: [O:24]1[CH2:23][CH2:22][O:21][CH:20]1[C:15]1[C:14]([F:25])=[C:13]([N:12]([CH2:29][CH3:30])[CH2:11][C:10]2[NH:6][CH:7]=[N:8][CH:9]=2)[CH:18]=[CH:17][C:16]=1[F:19]. (2) The product is: [Cl:1][C:2]1[N:7]=[CH:6][C:5]2[N:8]=[CH:16][N:9]([CH:10]3[CH2:15][CH2:14][O:13][CH2:12][CH2:11]3)[C:4]=2[CH:3]=1. Given the reactants [Cl:1][C:2]1[N:7]=[CH:6][C:5]([NH2:8])=[C:4]([NH:9][CH:10]2[CH2:15][CH2:14][O:13][CH2:12][CH2:11]2)[CH:3]=1.[CH:16](OC)(OC)OC, predict the reaction product.